From a dataset of Forward reaction prediction with 1.9M reactions from USPTO patents (1976-2016). Predict the product of the given reaction. (1) Given the reactants [Si:1]([O:8][C:9]1[CH:10]=[C:11]([CH:14]=[C:15](/[CH:17]=[CH:18]/[CH2:19][O:20][CH3:21])[CH:16]=1)[CH:12]=O)([C:4]([CH3:7])([CH3:6])[CH3:5])([CH3:3])[CH3:2].[CH:22]1([NH2:25])[CH2:24][CH2:23]1.S([O-])([O-])(=O)=O.[Mg+2].[BH4-].[Na+], predict the reaction product. The product is: [Si:1]([O:8][C:9]1[CH:10]=[C:11]([CH:14]=[C:15](/[CH:17]=[CH:18]/[CH2:19][O:20][CH3:21])[CH:16]=1)[CH2:12][NH:25][CH:22]1[CH2:24][CH2:23]1)([C:4]([CH3:7])([CH3:6])[CH3:5])([CH3:3])[CH3:2]. (2) Given the reactants [CH2:1]([O:3][C:4](=[O:19])[C:5]1[CH:10]=[C:9]([O:11][C:12]([F:15])([F:14])[F:13])[C:8]([CH:16]=[O:17])=[CH:7][C:6]=1[NH2:18])[CH3:2].C(OC(=O)C1C=C(C(F)(F)F)C(C=O)=C(Cl)C=1N)C.C1C(=O)N([Br:46])C(=O)C1, predict the reaction product. The product is: [CH2:1]([O:3][C:4](=[O:19])[C:5]1[CH:10]=[C:9]([O:11][C:12]([F:13])([F:14])[F:15])[C:8]([CH:16]=[O:17])=[C:7]([Br:46])[C:6]=1[NH2:18])[CH3:2]. (3) Given the reactants S(=O)(=O)(O)[OH:2].[CH3:6][CH:7]([CH2:11][CH2:12][CH2:13][CH:14]([CH3:16])[CH3:15])[CH2:8][CH2:9][OH:10], predict the reaction product. The product is: [CH3:6][CH:7]([CH2:11][CH2:12][CH2:13][CH:14]([CH3:16])[CH3:15])[CH2:8][C:9]([OH:2])=[O:10]. (4) Given the reactants Br[C:2]1[S:3][C:4]([S:7]([CH3:10])(=[O:9])=[O:8])=[CH:5][N:6]=1.[CH2:11]1[C:15]2([CH2:20][CH2:19][N:18]([C:21]([O:23][C:24]([CH3:27])([CH3:26])[CH3:25])=[O:22])[CH2:17][CH2:16]2)[CH2:14][CH2:13][NH:12]1.COC1C=CC=C(OC)C=1C1C=CC=CC=1P(C1CCCCC1)C1CCCCC1.C([O-])([O-])=O.[Cs+].[Cs+], predict the reaction product. The product is: [CH3:10][S:7]([C:4]1[S:3][C:2]([N:12]2[CH2:13][CH2:14][C:15]3([CH2:20][CH2:19][N:18]([C:21]([O:23][C:24]([CH3:27])([CH3:26])[CH3:25])=[O:22])[CH2:17][CH2:16]3)[CH2:11]2)=[N:6][CH:5]=1)(=[O:9])=[O:8]. (5) Given the reactants [CH2:1]([O:3][C:4]([C:6]1[NH:7][CH:8]=[CH:9][CH:10]=1)=[O:5])[CH3:2].[Cl-].[Al+3].[Cl-].[Cl-].[F:15][C:16]1[CH:21]=[CH:20][C:19]([CH2:22][C:23](Cl)=[O:24])=[CH:18][CH:17]=1, predict the reaction product. The product is: [CH2:1]([O:3][C:4]([C:6]1[NH:7][CH:8]=[C:9]([C:23](=[O:24])[CH2:22][C:19]2[CH:20]=[CH:21][C:16]([F:15])=[CH:17][CH:18]=2)[CH:10]=1)=[O:5])[CH3:2]. (6) Given the reactants [CH2:1]([NH:3][C:4](=[O:7])[CH:5]=[CH2:6])[CH3:2].[CH:8]1([NH2:13])[CH2:12][CH2:11][CH2:10][CH2:9]1, predict the reaction product. The product is: [CH:8]1([NH:13][CH2:6][CH2:5][C:4]([NH:3][CH2:1][CH3:2])=[O:7])[CH2:12][CH2:11][CH2:10][CH2:9]1.